This data is from Full USPTO retrosynthesis dataset with 1.9M reactions from patents (1976-2016). The task is: Predict the reactants needed to synthesize the given product. (1) Given the product [Cl:1][C:2]1[CH:7]=[CH:6][C:5]([NH:8][C:9](=[O:19])[C:10]2[CH:15]=[CH:14][C:13]([O:16][CH3:17])=[CH:12][C:11]=2[O:18][CH3:21])=[C:4]([F:20])[CH:3]=1, predict the reactants needed to synthesize it. The reactants are: [Cl:1][C:2]1[CH:7]=[CH:6][C:5]([NH:8][C:9](=[O:19])[C:10]2[CH:15]=[CH:14][C:13]([O:16][CH3:17])=[CH:12][C:11]=2[OH:18])=[C:4]([F:20])[CH:3]=1.[C:21](=O)([O-])[O-].[K+].[K+].IC. (2) Given the product [CH:1]1([NH:4][C:5]([C:7]2[C:15]3[CH:14]=[C:13]([C:16]4[C:21]([CH3:22])=[CH:20][N:19]=[C:18]([NH:23][CH2:24][CH2:41][CH2:42][CH:46]5[CH2:38][CH2:36][NH:35][CH2:44][CH2:45]5)[N:17]=4)[S:12][C:11]=3[CH:10]=[CH:9][CH:8]=2)=[O:6])[CH2:2][CH2:3]1, predict the reactants needed to synthesize it. The reactants are: [CH:1]1([NH:4][C:5]([C:7]2[C:15]3[CH:14]=[C:13]([C:16]4[C:21]([CH3:22])=[CH:20][N:19]=[C:18]([NH:23][CH2:24]CC5CCNCC5)[N:17]=4)[S:12][C:11]=3[CH:10]=[CH:9][CH:8]=2)=[O:6])[CH2:3][CH2:2]1.C1([NH:35][C:36]([C:38]2[C:46]3[CH:45]=[C:44](C4C(C)=CN=C(Cl)N=4)S[C:42]=3[CH:41]=CC=2)=O)CC1.C(OC(N1CCC(CCCN)CC1)=O)(C)(C)C.